This data is from Forward reaction prediction with 1.9M reactions from USPTO patents (1976-2016). The task is: Predict the product of the given reaction. (1) Given the reactants Cl[C:2]1[CH:3]=[CH:4][C:5]2[N:6]([C:8]([CH2:11][C:12]3[CH:13]=[CH:14][C:15]4[N:16]([CH:18]=[CH:19][N:20]=4)[CH:17]=3)=[CH:9][N:10]=2)[N:7]=1.[CH2:21]([N:23]1[CH:27]=[C:26](B2OC(C)(C)C(C)(C)O2)[CH:25]=[N:24]1)[CH3:22], predict the reaction product. The product is: [CH2:21]([N:23]1[CH:27]=[C:26]([C:2]2[CH:3]=[CH:4][C:5]3[N:6]([C:8]([CH2:11][C:12]4[CH:13]=[CH:14][C:15]5[N:16]([CH:18]=[CH:19][N:20]=5)[CH:17]=4)=[CH:9][N:10]=3)[N:7]=2)[CH:25]=[N:24]1)[CH3:22]. (2) Given the reactants [Cl:1][C:2]1[CH:7]=[CH:6][C:5]([NH:8][C:9]([C:11]2[CH:26]=[CH:25][C:14]([CH2:15][NH:16][C:17]([C@H:19]3[CH2:24][O:23][CH2:22][CH2:21][NH:20]3)=[O:18])=[C:13]([F:27])[C:12]=2[F:28])=[O:10])=[C:4]([N:29]2[CH2:34][CH2:33][N:32]([CH2:35][CH2:36][C:37]([F:40])([F:39])[F:38])[CH2:31][CH2:30]2)[CH:3]=1.Br[CH2:42][CH2:43][OH:44].CCN(C(C)C)C(C)C.O, predict the reaction product. The product is: [Cl:1][C:2]1[CH:7]=[CH:6][C:5]([NH:8][C:9]([C:11]2[CH:26]=[CH:25][C:14]([CH2:15][NH:16][C:17]([C@H:19]3[CH2:24][O:23][CH2:22][CH2:21][N:20]3[CH2:42][CH2:43][OH:44])=[O:18])=[C:13]([F:27])[C:12]=2[F:28])=[O:10])=[C:4]([N:29]2[CH2:34][CH2:33][N:32]([CH2:35][CH2:36][C:37]([F:39])([F:38])[F:40])[CH2:31][CH2:30]2)[CH:3]=1. (3) Given the reactants [C:1]([C:3]1[CH:8]=[CH:7][C:6]([CH2:9][CH2:10][N:11]2[CH2:16][CH2:15][C:14]([CH2:18][N:19]([CH3:33])[C:20]3[CH:32]=[CH:31][C:23]([C:24]([O:26]C(C)(C)C)=[O:25])=[CH:22][CH:21]=3)([OH:17])[CH2:13][CH2:12]2)=[CH:5][CH:4]=1)#[N:2].O.C(=O)([O-])[O-].[K+].[K+].[ClH:41], predict the reaction product. The product is: [ClH:41].[C:1]([C:3]1[CH:4]=[CH:5][C:6]([CH2:9][CH2:10][N:11]2[CH2:12][CH2:13][C:14]([CH2:18][N:19]([CH3:33])[C:20]3[CH:21]=[CH:22][C:23]([C:24]([OH:26])=[O:25])=[CH:31][CH:32]=3)([OH:17])[CH2:15][CH2:16]2)=[CH:7][CH:8]=1)#[N:2]. (4) The product is: [C:29]([O:28][C:26]([N:8]([C:6]([O:5][C:1]([CH3:4])([CH3:3])[CH3:2])=[O:7])[C:9]1[O:17][C:16]2[C:11](=[N:12][CH:13]=[C:14]([CH:18]([CH3:19])[CH3:20])[CH:15]=2)[C:10]=1[C:21]([O:23][CH2:24][CH3:25])=[O:22])=[O:27])([CH3:30])([CH3:31])[CH3:32]. Given the reactants [C:1]([O:5][C:6]([N:8]([C:26]([O:28][C:29]([CH3:32])([CH3:31])[CH3:30])=[O:27])[C:9]1[O:17][C:16]2[C:11](=[N:12][CH:13]=[C:14]([C:18]([CH3:20])=[CH2:19])[CH:15]=2)[C:10]=1[C:21]([O:23][CH2:24][CH3:25])=[O:22])=[O:7])([CH3:4])([CH3:3])[CH3:2], predict the reaction product. (5) Given the reactants CC1C=CC(S(O[CH2:12][CH:13]2[CH2:17][C:16]3[CH:18]=[C:19]([Cl:32])[CH:20]=[C:21]([C:22]4[CH:27]=[CH:26][CH:25]=[C:24]([O:28][CH3:29])[C:23]=4[O:30][CH3:31])[C:15]=3[O:14]2)(=O)=O)=CC=1.[CH3:33][NH2:34], predict the reaction product. The product is: [Cl:32][C:19]1[CH:20]=[C:21]([C:22]2[CH:27]=[CH:26][CH:25]=[C:24]([O:28][CH3:29])[C:23]=2[O:30][CH3:31])[C:15]2[O:14][CH:13]([CH2:12][NH:34][CH3:33])[CH2:17][C:16]=2[CH:18]=1.